Predict the product of the given reaction. From a dataset of Forward reaction prediction with 1.9M reactions from USPTO patents (1976-2016). (1) Given the reactants [Cl:1][C:2]1[C:3]([O:14][CH:15]2[CH2:20][CH2:19][CH:18]([CH3:21])[CH2:17][CH2:16]2)=[CH:4][CH:5]=[C:6]2[C:11]=1[CH:10]=[C:9]([CH:12]=[O:13])[CH:8]=[CH:7]2.O1CCCC1.[AlH4-].[Li+], predict the reaction product. The product is: [Cl:1][C:2]1[C:3]([O:14][CH:15]2[CH2:20][CH2:19][CH:18]([CH3:21])[CH2:17][CH2:16]2)=[CH:4][CH:5]=[C:6]2[C:11]=1[CH:10]=[C:9]([CH2:12][OH:13])[CH:8]=[CH:7]2. (2) Given the reactants [C:1]([O:5][C:6]([N:8]1[CH2:12][CH2:11][CH2:10][CH:9]1[C:13]1[N:14]([CH2:20][O:21][CH2:22][CH2:23][Si:24]([CH3:27])([CH3:26])[CH3:25])[C:15]([CH:18]=O)=[CH:16][N:17]=1)=[O:7])([CH3:4])([CH3:3])[CH3:2].[CH3:28]C(C)C(=O)C(P(=O)([O-])[O-])=[N+]=[N-].C(=O)([O-])[O-].[K+].[K+].O, predict the reaction product. The product is: [C:1]([O:5][C:6]([N:8]1[CH2:12][CH2:11][CH2:10][CH:9]1[C:13]1[N:14]([CH2:20][O:21][CH2:22][CH2:23][Si:24]([CH3:27])([CH3:26])[CH3:25])[C:15]([C:18]#[CH:28])=[CH:16][N:17]=1)=[O:7])([CH3:3])([CH3:2])[CH3:4]. (3) Given the reactants [Br:1][C:2]1[CH:3]=[C:4]2[C:9](=[CH:10][CH:11]=1)[C:8](Cl)=[N:7][N:6]=[CH:5]2.[NH:13]1[CH2:17][CH2:16][CH:15]([OH:18])[CH2:14]1.C(=O)([O-])[O-].[K+].[K+], predict the reaction product. The product is: [Br:1][C:2]1[CH:3]=[C:4]2[C:9](=[CH:10][CH:11]=1)[C:8]([N:13]1[CH2:17][CH2:16][CH:15]([OH:18])[CH2:14]1)=[N:7][N:6]=[CH:5]2. (4) Given the reactants [CH3:1][NH:2][CH3:3].[Cl:4][C:5]1[CH:13]=[C:12]2[C:8]([C:9]([C:19](=[O:26])[CH2:20][C:21](OCC)=[O:22])=[C:10]([C:15]([O:17][CH3:18])=[O:16])[N:11]2[CH3:14])=[CH:7][CH:6]=1, predict the reaction product. The product is: [Cl:4][C:5]1[CH:13]=[C:12]2[C:8]([C:9]([C:19](=[O:26])[CH2:20][C:21]([N:2]([CH3:3])[CH3:1])=[O:22])=[C:10]([C:15]([O:17][CH3:18])=[O:16])[N:11]2[CH3:14])=[CH:7][CH:6]=1. (5) Given the reactants C([O:3][C:4](=[O:34])[CH2:5][NH:6][C:7](=[O:33])[C:8]1[CH:13]=[CH:12][CH:11]=[C:10]([C:14]2[CH:19]=[C:18]([NH:20][CH2:21][CH2:22][C:23]3[CH:28]=[CH:27][C:26]([Cl:29])=[CH:25][C:24]=3[Cl:30])[N:17]=[C:16]([O:31][CH3:32])[N:15]=2)[CH:9]=1)C.[OH-].[Li+].Cl, predict the reaction product. The product is: [Cl:30][C:24]1[CH:25]=[C:26]([Cl:29])[CH:27]=[CH:28][C:23]=1[CH2:22][CH2:21][NH:20][C:18]1[N:17]=[C:16]([O:31][CH3:32])[N:15]=[C:14]([C:10]2[CH:9]=[C:8]([CH:13]=[CH:12][CH:11]=2)[C:7]([NH:6][CH2:5][C:4]([OH:34])=[O:3])=[O:33])[CH:19]=1.